The task is: Regression. Given a peptide amino acid sequence and an MHC pseudo amino acid sequence, predict their binding affinity value. This is MHC class II binding data.. This data is from Peptide-MHC class II binding affinity with 134,281 pairs from IEDB. The peptide sequence is RVPLTSNNGIKQQGI. The MHC is HLA-DQA10301-DQB10302 with pseudo-sequence HLA-DQA10301-DQB10302. The binding affinity (normalized) is 0.179.